Dataset: Reaction yield outcomes from USPTO patents with 853,638 reactions. Task: Predict the reaction yield, written as a fraction of the theoretical maximum amount of product (1.0 means a 100% yield; for example, 0.34 means a 34% yield). The reactants are [NH2:1][C:2]1[CH:3]=[C:4]2[C:8](=[CH:9][C:10]=1[NH2:11])[C:7](=[O:12])[NH:6][C:5]2=[O:13].[Cl:14][C:15]1[C:20]([CH:21]=O)=[C:19]([O:23][CH3:24])[N:18]=[CH:17][CH:16]=1. The catalyst is CO.CC(O)=O.O. The product is [Cl:14][C:15]1[CH:16]=[CH:17][N:18]=[C:19]([O:23][CH3:24])[C:20]=1[C:21]1[NH:11][C:10]2=[CH:9][C:8]3[C:7](=[O:12])[NH:6][C:5](=[O:13])[C:4]=3[CH:3]=[C:2]2[N:1]=1. The yield is 0.875.